This data is from Catalyst prediction with 721,799 reactions and 888 catalyst types from USPTO. The task is: Predict which catalyst facilitates the given reaction. (1) Reactant: [F:1][C:2]([F:20])([F:19])[C:3]1[CH:8]=[CH:7][C:6]([CH:9]2[C:18]3[C:13](=[CH:14][CH:15]=[CH:16][CH:17]=3)[CH2:12][CH2:11][NH:10]2)=[CH:5][CH:4]=1.CCN(C(C)C)C(C)C.Cl[C:31]([O:33][C:34]1[CH:39]=[CH:38][CH:37]=[CH:36][CH:35]=1)=[O:32]. Product: [F:20][C:2]([F:1])([F:19])[C:3]1[CH:4]=[CH:5][C:6]([CH:9]2[C:18]3[C:13](=[CH:14][CH:15]=[CH:16][CH:17]=3)[CH2:12][CH2:11][N:10]2[C:31]([O:33][C:34]2[CH:39]=[CH:38][CH:37]=[CH:36][CH:35]=2)=[O:32])=[CH:7][CH:8]=1. The catalyst class is: 2. (2) Reactant: [C:1]([O:5][C:6](=[O:39])[NH:7][C:8]1([C:12]2[CH:17]=[CH:16][C:15]([C:18]3[C:27]([C:28]4[CH:33]=[CH:32][CH:31]=[CH:30][CH:29]=4)=[CH:26][C:25]4[C:24]5[N:34]=[C:35]([CH3:38])[N:36](O)[C:23]=5[CH2:22][CH2:21][C:20]=4[N:19]=3)=[CH:14][CH:13]=2)[CH2:11][CH2:10][CH2:9]1)([CH3:4])([CH3:3])[CH3:2].P(OCC)(OCC)OCC. Product: [C:1]([O:5][C:6](=[O:39])[NH:7][C:8]1([C:12]2[CH:13]=[CH:14][C:15]([C:18]3[C:27]([C:28]4[CH:29]=[CH:30][CH:31]=[CH:32][CH:33]=4)=[CH:26][C:25]4[C:24]5[N:34]=[C:35]([CH3:38])[NH:36][C:23]=5[CH2:22][CH2:21][C:20]=4[N:19]=3)=[CH:16][CH:17]=2)[CH2:9][CH2:10][CH2:11]1)([CH3:4])([CH3:3])[CH3:2]. The catalyst class is: 18. (3) Reactant: [N:1]1[CH:6]=[CH:5][CH:4]=[C:3]([C:7]2[C@:8]3([CH2:24][CH2:23][C@H:22]4[C@@H:13]([CH2:14][CH2:15][C:16]5[CH:17]=C(C(O)=O)C=C[C:21]=54)[C@@H:10]3[CH2:11][CH:12]=2)[CH3:9])[CH:2]=1.[CH3:28][NH:29][CH2:30][CH2:31][C:32]([O:34]C(C)(C)C)=[O:33].Cl.CN(C)CCCN=C=NCC.O.ON1C2C=CC=CC=2N=N1.[CH2:62]1[CH2:66][O:65][CH2:64][CH2:63]1. Product: [CH3:28][N:29]([C:64]([C:63]1[CH:62]=[CH:66][C:21]2[C@@H:22]3[C@H:13]([C@H:10]4[C@@:8]([CH2:24][CH2:23]3)([CH3:9])[C:7]([C:3]3[CH:2]=[N:1][CH:6]=[CH:5][CH:4]=3)=[CH:12][CH2:11]4)[CH2:14][CH2:15][C:16]=2[CH:17]=1)=[O:65])[CH2:30][CH2:31][C:32]([OH:34])=[O:33]. The catalyst class is: 851. (4) Reactant: S(Cl)(Cl)=O.[F:5][C:6]1[CH:14]=[C:13]([N+:15]([O-:17])=[O:16])[CH:12]=[CH:11][C:7]=1[C:8](O)=[O:9].[CH3:18][NH2:19]. Product: [F:5][C:6]1[CH:14]=[C:13]([N+:15]([O-:17])=[O:16])[CH:12]=[CH:11][C:7]=1[C:8]([NH:19][CH3:18])=[O:9]. The catalyst class is: 3. (5) Reactant: N12CCCN=C1CCCCC2.[Cl:12][C:13]1[N:14]=[C:15](Cl)[C:16]2[CH2:21][CH2:20][CH2:19][C:17]=2[N:18]=1.[CH3:23][O:24][C:25](=[O:34])[CH2:26][C:27]1[CH:32]=[CH:31][C:30]([OH:33])=[CH:29][CH:28]=1.O. Product: [CH3:23][O:24][C:25](=[O:34])[CH2:26][C:27]1[CH:32]=[CH:31][C:30]([O:33][C:15]2[C:16]3[CH2:21][CH2:20][CH2:19][C:17]=3[N:18]=[C:13]([Cl:12])[N:14]=2)=[CH:29][CH:28]=1. The catalyst class is: 346. (6) Reactant: [Cl:1][C:2]1[CH:7]=[C:6]([O:8][CH3:9])[CH:5]=[C:4]([O:10]C)[C:3]=1[C:12]([CH:14]1[CH2:16][CH2:15]1)=[O:13].C(=O)=O.CC(C)=O.B(Br)(Br)Br.C(Cl)Cl.CO. Product: [Cl:1][C:2]1[CH:7]=[C:6]([O:8][CH3:9])[CH:5]=[C:4]([OH:10])[C:3]=1[C:12]([CH:14]1[CH2:16][CH2:15]1)=[O:13]. The catalyst class is: 2. (7) Reactant: [F:1][C:2]([F:6])([F:5])[CH2:3][NH2:4].[CH3:7][C:8]([O:11][C:12]([N:14]1[CH2:18][C:17](=O)[O:16]C1=O)=[O:13])([CH3:10])[CH3:9]. Product: [CH3:10][C:8]([O:11][C:12](=[O:13])[NH:14][CH2:18][C:17](=[O:16])[NH:4][CH2:3][C:2]([F:6])([F:5])[F:1])([CH3:7])[CH3:9]. The catalyst class is: 13. (8) Reactant: [CH3:1][O:2][C:3](=[O:19])[CH:4]([C:9]1[CH:14]=[CH:13][C:12]([N+:15]([O-:17])=[O:16])=[CH:11][C:10]=1[Cl:18])C(OC)=O.[Cl-].[Na+].CS(C)=O.O. Product: [CH3:1][O:2][C:3](=[O:19])[CH2:4][C:9]1[CH:14]=[CH:13][C:12]([N+:15]([O-:17])=[O:16])=[CH:11][C:10]=1[Cl:18]. The catalyst class is: 25.